This data is from Catalyst prediction with 721,799 reactions and 888 catalyst types from USPTO. The task is: Predict which catalyst facilitates the given reaction. Reactant: [Cl:1][C:2]1[C:13]([N+:14]([O-:16])=[O:15])=[CH:12][C:11]([N+:17]([O-:19])=[O:18])=[CH:10][C:3]=1[C:4]([NH:6][CH2:7][CH2:8][OH:9])=[O:5].N1C=NN=N1.C(N(C(C)C)[P:29]([O:35][C:36]([CH3:39])([CH3:38])[CH3:37])[O:30][C:31]([CH3:34])([CH3:33])[CH3:32])(C)C.[OH:43]O. Product: [P:29]([O:9][CH2:8][CH2:7][NH:6][C:4](=[O:5])[C:3]1[CH:10]=[C:11]([N+:17]([O-:19])=[O:18])[CH:12]=[C:13]([N+:14]([O-:16])=[O:15])[C:2]=1[Cl:1])([O:30][C:31]([CH3:32])([CH3:33])[CH3:34])([O:35][C:36]([CH3:37])([CH3:38])[CH3:39])=[O:43]. The catalyst class is: 198.